Dataset: Full USPTO retrosynthesis dataset with 1.9M reactions from patents (1976-2016). Task: Predict the reactants needed to synthesize the given product. (1) Given the product [CH2:46]([O:45][C:43]([N:36]1[CH2:37][CH2:38][N:33]([S:30]([C:27]2[CH:26]=[CH:25][C:24]([C:23]([C:21]3[C:20]4[C:15](=[CH:16][CH:17]=[C:18]([F:40])[CH:19]=4)[CH:14]=[C:13]([CH2:12][C:11]([O:10][CH2:8][CH3:9])=[O:41])[CH:22]=3)=[O:39])=[CH:29][CH:28]=2)(=[O:31])=[O:32])[CH2:34][CH2:35]1)=[O:44])[CH3:47], predict the reactants needed to synthesize it. The reactants are: C(N(CC)CC)C.[CH2:8]([O:10][C:11](=[O:41])[CH2:12][C:13]1[CH:22]=[C:21]([C:23](=[O:39])[C:24]2[CH:29]=[CH:28][C:27]([S:30]([N:33]3[CH2:38][CH2:37][NH:36][CH2:35][CH2:34]3)(=[O:32])=[O:31])=[CH:26][CH:25]=2)[C:20]2[C:15](=[CH:16][CH:17]=[C:18]([F:40])[CH:19]=2)[CH:14]=1)[CH3:9].Cl[C:43]([O:45][CH2:46][CH3:47])=[O:44]. (2) Given the product [C:1]([C:4]1[S:8][C:7]([C:9]2[CH:10]=[C:11]([Cl:27])[C:12]3[O:16][CH:15]([CH2:17][NH:18][C:19](=[O:25])/[CH:44]=[CH:39]/[C:40]4[CH:38]=[N:36][CH:35]=[CH:34][C:33]=4[NH2:32])[CH2:14][C:13]=3[CH:26]=2)=[CH:6][CH:5]=1)(=[O:3])[CH3:2], predict the reactants needed to synthesize it. The reactants are: [C:1]([C:4]1[S:8][C:7]([C:9]2[CH:10]=[C:11]([Cl:27])[C:12]3[O:16][CH:15]([CH2:17][NH:18][C:19](=[O:25])OC(C)(C)C)[CH2:14][C:13]=3[CH:26]=2)=[CH:6][CH:5]=1)(=[O:3])[CH3:2].CCN=C=[N:32][CH2:33][CH2:34][CH2:35][N:36]([CH3:38])C.[CH:39]1[CH:40]=CC2N(O)N=NC=2[CH:44]=1.CCN(C(C)C)C(C)C. (3) The reactants are: Br[CH2:2][C:3]1[CH:11]=[CH:10][CH:9]=[CH:8][C:4]=1[C:5]([OH:7])=O.C([O:14][C:15](=[O:37])[C:16]([O:19][C:20]1[CH:25]=[CH:24][C:23]([O:26][C:27]2[CH:32]=[C:31]([F:33])[CH:30]=[C:29]([CH2:34][NH2:35])[CH:28]=2)=[CH:22][C:21]=1[CH3:36])([CH3:18])[CH3:17])C. Given the product [F:33][C:31]1[CH:32]=[C:27]([CH:28]=[C:29]([CH2:34][N:35]2[CH2:2][C:3]3[C:4](=[CH:8][CH:9]=[CH:10][CH:11]=3)[C:5]2=[O:7])[CH:30]=1)[O:26][C:23]1[CH:24]=[CH:25][C:20]([O:19][C:16]([CH3:17])([CH3:18])[C:15]([OH:37])=[O:14])=[C:21]([CH3:36])[CH:22]=1, predict the reactants needed to synthesize it.